From a dataset of Forward reaction prediction with 1.9M reactions from USPTO patents (1976-2016). Predict the product of the given reaction. (1) Given the reactants [CH2:1]([C:3]1[CH:4]=[C:5]([C:12]2[S:16][N:15]=[C:14]([C:17]3[CH:22]=[CH:21][C:20]([CH2:23][CH2:24][C:25]([OH:27])=[O:26])=[CH:19][C:18]=3[CH3:28])[N:13]=2)[CH:6]=[CH:7][C:8]=1[O:9][CH2:10][CH3:11])[CH3:2].[C:29]([C:31]1[CH:32]=C(B(O)O)C=C[C:36]=1[C:32]1C=CC=[CH:36][C:31]=1[CH3:29])#N, predict the reaction product. The product is: [CH2:10]([O:9][C:8]1[CH:7]=[CH:6][C:5]([C:12]2[S:16][N:15]=[C:14]([C:17]3[CH:22]=[CH:21][C:20]([CH2:23][CH2:24][C:25]([O:27][C:31]([CH3:32])([CH3:36])[CH3:29])=[O:26])=[CH:19][C:18]=3[CH3:28])[N:13]=2)=[CH:4][C:3]=1[CH:1]=[CH2:2])[CH3:11]. (2) Given the reactants [F:1][C:2]1[CH:3]=[C:4]2[C:8](=[CH:9][CH:10]=1)[N:7]([CH2:11][C:12]1[C:21]3[C:16](=[CH:17][CH:18]=[CH:19][CH:20]=3)[CH:15]=[CH:14][CH:13]=1)[C:6]1[C:22](=[O:27])[O:23][C:24](=[O:26])[CH2:25][C:5]2=1.[NH:28]1[CH2:33][CH2:32][O:31][CH2:30][CH2:29]1, predict the reaction product. The product is: [F:1][C:2]1[CH:3]=[C:4]2[C:8](=[CH:9][CH:10]=1)[N:7]([CH2:11][C:12]1[C:21]3[C:16](=[CH:17][CH:18]=[CH:19][CH:20]=3)[CH:15]=[CH:14][CH:13]=1)[C:6]([C:22]([OH:23])=[O:27])=[C:5]2[CH2:25][C:24]([N:28]1[CH2:33][CH2:32][O:31][CH2:30][CH2:29]1)=[O:26]. (3) Given the reactants CC1C(=CC(=CC=1)N=C=O)[N:4]=[C:5]=[O:6].[C:14]([O-:23])(=[O:22])[CH2:15][CH2:16]CCCCC.[Sn+2].[C:14]([O-:23])(=[O:22])[CH2:15][CH2:16]CCCCC.C(C1C=CC(C)=[C:41]([OH:46])[C:40]=1CCCC)CCC, predict the reaction product. The product is: [C:14]([OH:23])(=[O:22])[CH:15]=[CH2:16].[NH2:4][C:5]([O:46][CH2:41][CH3:40])=[O:6]. (4) Given the reactants [CH3:1][C:2]1([CH3:19])[C:10]2[C:5](=[CH:6][C:7]([N+:15]([O-:17])=[O:16])=[C:8]([NH:11]C(=O)C)[CH:9]=2)[NH:4][C:3]1=[O:18].[CH:20](I)([CH3:22])[CH3:21].C([O-])([O-])=O.[K+].[K+].C(Cl)Cl.CO, predict the reaction product. The product is: [NH2:11][C:8]1[CH:9]=[C:10]2[C:5](=[CH:6][C:7]=1[N+:15]([O-:17])=[O:16])[N:4]([CH:20]([CH3:22])[CH3:21])[C:3](=[O:18])[C:2]2([CH3:1])[CH3:19]. (5) Given the reactants Cl[CH2:2][C:3]1[CH:8]=[C:7]([CH3:9])[CH:6]=[C:5]([CH3:10])[CH:4]=1.[CH3:11][S:12]([C:15]1[CH:20]=[CH:19][C:18]([OH:21])=[CH:17][CH:16]=1)(=[O:14])=[O:13].[OH-].[Na+].O, predict the reaction product. The product is: [CH3:11][S:12]([C:15]1[CH:20]=[CH:19][C:18]([O:21][CH2:2][C:3]2[CH:8]=[C:7]([CH3:9])[CH:6]=[C:5]([CH3:10])[CH:4]=2)=[CH:17][CH:16]=1)(=[O:13])=[O:14]. (6) The product is: [NH2:11][C:12]1[C:17]([F:18])=[CH:16][C:15]([Cl:19])=[CH:14][C:13]=1[C:20]([OH:25])([C:5]#[C:4][CH:1]1[CH2:3][CH2:2]1)[C:21]([F:22])([F:23])[F:24]. Given the reactants [CH:1]1([C:4]#[CH:5])[CH2:3][CH2:2]1.[Li]CCCC.[NH2:11][C:12]1[C:17]([F:18])=[CH:16][C:15]([Cl:19])=[CH:14][C:13]=1[C:20](=[O:25])[C:21]([F:24])([F:23])[F:22], predict the reaction product. (7) Given the reactants [CH3:1][O:2][C:3]1[C:4]([C:13]([F:16])([F:15])[F:14])=[CH:5][C:6]([N+:10]([O-:12])=[O:11])=[C:7]([OH:9])[CH:8]=1.N1C=CC=CC=1.[F:23][C:24]([F:37])([F:36])[S:25](O[S:25]([C:24]([F:37])([F:36])[F:23])(=[O:27])=[O:26])(=[O:27])=[O:26].C(=O)(O)[O-].[Na+], predict the reaction product. The product is: [CH3:1][O:2][C:3]1[C:4]([C:13]([F:14])([F:15])[F:16])=[CH:5][C:6]([N+:10]([O-:12])=[O:11])=[C:7]([O:9][S:25]([C:24]([F:37])([F:36])[F:23])(=[O:27])=[O:26])[CH:8]=1.